This data is from Forward reaction prediction with 1.9M reactions from USPTO patents (1976-2016). The task is: Predict the product of the given reaction. The product is: [CH3:9][N:11]1[C:5](=[O:7])[CH2:6][C@H:2]([CH3:1])[C:3]1=[O:4]. Given the reactants [CH3:1][C@H:2]1[CH2:6][C:5](=[O:7])[O:4][C:3]1=O.[CH2:9]([N:11](CC)CC)C.Cl.CN.C1N=CN(C(N2C=NC=C2)=O)C=1, predict the reaction product.